Task: Binary Classification. Given a T-cell receptor sequence (or CDR3 region) and an epitope sequence, predict whether binding occurs between them.. Dataset: TCR-epitope binding with 47,182 pairs between 192 epitopes and 23,139 TCRs (1) The epitope is YIFFASFYY. The TCR CDR3 sequence is CAIRSTGVGQPQHF. Result: 1 (the TCR binds to the epitope). (2) The epitope is FLNGSCGSV. The TCR CDR3 sequence is CASSPYQNYEQYF. Result: 1 (the TCR binds to the epitope). (3) The epitope is AVFDRKSDAK. The TCR CDR3 sequence is CAISEAEPQDTQYF. Result: 1 (the TCR binds to the epitope).